This data is from Peptide-MHC class I binding affinity with 185,985 pairs from IEDB/IMGT. The task is: Regression. Given a peptide amino acid sequence and an MHC pseudo amino acid sequence, predict their binding affinity value. This is MHC class I binding data. (1) The peptide sequence is RIRKDFGKR. The MHC is HLA-A68:02 with pseudo-sequence HLA-A68:02. The binding affinity (normalized) is 0.0847. (2) The peptide sequence is VYFSPWFFL. The MHC is HLA-B35:01 with pseudo-sequence HLA-B35:01. The binding affinity (normalized) is 0.0847. (3) The MHC is H-2-Db with pseudo-sequence H-2-Db. The peptide sequence is FDPQNGQFI. The binding affinity (normalized) is 0.388. (4) The binding affinity (normalized) is 0.0847. The peptide sequence is APFARLLNL. The MHC is HLA-A23:01 with pseudo-sequence HLA-A23:01. (5) The peptide sequence is AYSNNTIAI. The MHC is HLA-A23:01 with pseudo-sequence HLA-A23:01. The binding affinity (normalized) is 0.202. (6) The MHC is HLA-A02:03 with pseudo-sequence HLA-A02:03. The peptide sequence is RLLNAWVKV. The binding affinity (normalized) is 0.834.